Predict the reactants needed to synthesize the given product. From a dataset of Full USPTO retrosynthesis dataset with 1.9M reactions from patents (1976-2016). (1) Given the product [CH3:1][N:2]1[CH:6]=[CH:5][N:4]=[C:3]1[S:7][CH2:16][CH2:17][C:18]([OH:20])=[O:19], predict the reactants needed to synthesize it. The reactants are: [CH3:1][N:2]1[CH:6]=[CH:5][N:4]=[C:3]1[S:7]CCCCC(O)=O.Br[CH2:16][CH2:17][C:18]([OH:20])=[O:19]. (2) The reactants are: [F:1][C:2]1[C:3]([F:25])=[C:4]([F:24])[C:5]2[S:9][C:8]([NH:10][C:11](=[O:22])[C:12]3[CH:17]=[CH:16][CH:15]=[C:14]([C:18]([F:21])([F:20])[F:19])[CH:13]=3)=[N:7][C:6]=2[CH:23]=1.FC(F)(F)C1C=[C:30](C=CC=1)[C:31](Cl)=[O:32].FC1C2N=C(NC(=[O:58])C3C=CC(C)=CC=3)SC=2C=C(F)C=1.C1(C)C=CC(C(Cl)=O)=CC=1. Given the product [F:1][C:2]1[C:3]([F:25])=[C:4]([F:24])[C:5]2[S:9][C:8](=[N:10][C:11](=[O:22])[C:12]3[CH:17]=[CH:16][CH:15]=[C:14]([C:18]([F:21])([F:19])[F:20])[CH:13]=3)[N:7]([CH2:30][C:31]([OH:32])=[O:58])[C:6]=2[CH:23]=1, predict the reactants needed to synthesize it. (3) Given the product [CH3:32][N:2]([CH3:1])[S:3]([N:6]1[C:10]([CH2:11][C:12]2[CH:14]=[CH:15][C:16]3[O:21][CH2:20][CH2:19][O:18][C:17]=3[CH:22]=2)=[C:9]([CH3:24])[N:8]=[CH:7]1)(=[O:4])=[O:5], predict the reactants needed to synthesize it. The reactants are: [CH3:1][N:2]([CH3:32])[S:3]([N:6]1[C:10]([CH2:11][CH:12]([C:14]2C=[CH:22][C:17]3[O:18][CH2:19][CH2:20][O:21][C:16]=3[CH:15]=2)O)=[C:9]([CH3:24])[N:8]=[C:7]1[Si](C(C)(C)C)(C)C)(=[O:5])=[O:4].CC(C[AlH]CC(C)C)C.[C@H](O)(C([O-])=O)[C@@H](O)C([O-])=O.[Na+].[K+]. (4) Given the product [CH2:1]([O:3][C:4](=[O:12])[C:5]1[CH:10]=[C:9]([O:11][C@H:35]2[CH2:34][O:33][C@@H:32]3[C@@H:28]([NH:27][C:26]([NH:25][CH:19]4[CH2:20][CH2:21][CH2:22][CH2:23][CH2:24]4)=[O:47])[CH2:29][O:30][C@H:31]23)[CH:8]=[N:7][CH:6]=1)[CH3:2], predict the reactants needed to synthesize it. The reactants are: [CH2:1]([O:3][C:4](=[O:12])[C:5]1[CH:10]=[C:9]([OH:11])[CH:8]=[N:7][CH:6]=1)[CH3:2].CC(C)([O-])C.[K+].[CH:19]1([NH:25][C:26](=[O:47])[NH:27][C@@H:28]2[C@H:32]3[O:33][CH2:34][C@@H:35](OS(C4C=CC(C)=CC=4)(=O)=O)[C@H:31]3[O:30][CH2:29]2)[CH2:24][CH2:23][CH2:22][CH2:21][CH2:20]1.